Dataset: Full USPTO retrosynthesis dataset with 1.9M reactions from patents (1976-2016). Task: Predict the reactants needed to synthesize the given product. (1) Given the product [CH3:19][O:20][C:21]1[CH:30]=[C:29]2[C:24]([N:25]=[CH:26][C:27](=[O:35])[N:28]2[CH2:31][CH2:32][CH2:33][NH:1][C@@H:2]2[CH2:6][N:5]([C:7]3[CH:8]=[CH:9][C:10]4[O:15][CH2:14][C:13](=[O:16])[NH:12][C:11]=4[CH:17]=3)[C:4](=[O:18])[CH2:3]2)=[CH:23][CH:22]=1, predict the reactants needed to synthesize it. The reactants are: [NH2:1][C@@H:2]1[CH2:6][N:5]([C:7]2[CH:8]=[CH:9][C:10]3[O:15][CH2:14][C:13](=[O:16])[NH:12][C:11]=3[CH:17]=2)[C:4](=[O:18])[CH2:3]1.[CH3:19][O:20][C:21]1[CH:30]=[C:29]2[C:24]([N:25]=[CH:26][C:27](=[O:35])[N:28]2[CH2:31][CH2:32][CH:33]=O)=[CH:23][CH:22]=1.S([O-])([O-])(=O)=O.[Na+].[Na+].C(O[BH-](OC(=O)C)OC(=O)C)(=O)C.[Na+].C(=O)([O-])O.[Na+]. (2) Given the product [CH2:1]([N:8]1[C:12]2[C:13]([N:35]3[CH2:40][CH2:39][NH:38][CH2:37][CH2:36]3)=[N:14][CH:15]=[CH:16][C:11]=2[N:10]([CH2:18][C:19]2[CH:26]=[CH:25][CH:24]=[CH:23][C:20]=2[C:21]#[N:22])[C:9]1=[O:27])[C:2]1[CH:7]=[CH:6][CH:5]=[CH:4][CH:3]=1, predict the reactants needed to synthesize it. The reactants are: [CH2:1]([N:8]1[C:12]2[C:13](Cl)=[N:14][CH:15]=[CH:16][C:11]=2[N:10]([CH2:18][C:19]2[CH:26]=[CH:25][CH:24]=[CH:23][C:20]=2[C:21]#[N:22])[C:9]1=[O:27])[C:2]1[CH:7]=[CH:6][CH:5]=[CH:4][CH:3]=1.C(OC([N:35]1[CH2:40][CH2:39][NH:38][CH2:37][CH2:36]1)=O)(C)(C)C. (3) Given the product [C:9]([N:16]1[CH2:21][CH2:20][O:19][C@H:18]([CH2:22][C:23]2[CH:28]=[C:27]([Br:1])[C:26]([O:29][CH3:30])=[CH:25][C:24]=2[O:31][CH3:32])[CH2:17]1)([O:11][C:12]([CH3:13])([CH3:15])[CH3:14])=[O:10], predict the reactants needed to synthesize it. The reactants are: [Br:1]N1C(=O)CCC1=O.[C:9]([N:16]1[CH2:21][CH2:20][O:19][C@H:18]([CH2:22][C:23]2[CH:28]=[CH:27][C:26]([O:29][CH3:30])=[CH:25][C:24]=2[O:31][CH3:32])[CH2:17]1)([O:11][C:12]([CH3:15])([CH3:14])[CH3:13])=[O:10]. (4) Given the product [Br:15][C:4]1[C:5]2[NH:1][C:6](=[O:14])[C:7](=[O:8])[NH:9][C:13]=2[CH:12]=[CH:2][N:3]=1, predict the reactants needed to synthesize it. The reactants are: [N:1]1([C:6](=[O:14])[C:7]([N:9]2[CH:13]=[CH:12]N=C2)=[O:8])[CH:5]=[CH:4][N:3]=[CH:2]1.[Br:15]C1C(N)=C(N)C=CN=1. (5) Given the product [F:1][C:2]1[CH:3]=[CH:4][C:5]([C:8]2[N:9]=[CH:10][N:11]([CH2:26][O:25][CH2:24][CH2:23][Si:20]([CH3:22])([CH3:21])[CH3:19])[CH:12]=2)=[CH:6][CH:7]=1, predict the reactants needed to synthesize it. The reactants are: [F:1][C:2]1[CH:7]=[CH:6][C:5]([C:8]2[N:9]=[CH:10][NH:11][CH:12]=2)=[CH:4][CH:3]=1.C([O-])([O-])=O.[Cs+].[Cs+].[CH3:19][Si:20]([CH2:23][CH2:24][O:25][CH2:26]Cl)([CH3:22])[CH3:21].